From a dataset of Catalyst prediction with 721,799 reactions and 888 catalyst types from USPTO. Predict which catalyst facilitates the given reaction. (1) Reactant: [CH2:1]([C@@H:3]1[C@:8]([OH:10])([CH3:9])[C:7](=O)[CH2:6][C@@H:5]([C:12]2[CH:17]=[CH:16][N:15]=[CH:14][C:13]=2[N+:18]([O-:20])=[O:19])[O:4]1)[CH3:2].[CH2:21]([NH2:28])[C:22]1[CH:27]=[CH:26][CH:25]=[CH:24][CH:23]=1.[Li+].[BH4-]. Product: [CH2:21]([NH:28][C@@H:7]1[CH2:6][C@H:5]([C:12]2[CH:17]=[CH:16][N:15]=[CH:14][C:13]=2[N+:18]([O-:20])=[O:19])[O:4][C@H:3]([CH2:1][CH3:2])[C@@:8]1([CH3:9])[OH:10])[C:22]1[CH:27]=[CH:26][CH:25]=[CH:24][CH:23]=1. The catalyst class is: 5. (2) Reactant: [NH2:1][C:2]1[N:11]=[C:10](O)[C:9]2[CH2:8][CH2:7][CH2:6][CH2:5][C:4]=2[N:3]=1.P(Cl)(Cl)([Cl:15])=O. Product: [Cl:15][C:10]1[C:9]2[CH2:8][CH2:7][CH2:6][CH2:5][C:4]=2[N:3]=[C:2]([NH2:1])[N:11]=1. The catalyst class is: 11. (3) Product: [CH:1]1([N:7]2[C:12]([OH:13])=[C:11]([C:37]([NH:36][CH2:39][C:40]([OH:42])=[O:41])=[O:38])[C:10](=[O:14])[N:9]([CH2:15][C:16]3[CH:17]=[CH:18][C:19]([C:22]([CH3:23])([CH3:25])[CH3:24])=[CH:20][CH:21]=3)[C:8]2=[O:26])[CH2:2][CH2:3][CH2:4][CH2:5][CH2:6]1. Reactant: [CH:1]1([N:7]2[C:12](=[O:13])[CH2:11][C:10](=[O:14])[N:9]([CH2:15][C:16]3[CH:21]=[CH:20][C:19]([C:22]([CH3:25])([CH3:24])[CH3:23])=[CH:18][CH:17]=3)[C:8]2=[O:26])[CH2:6][CH2:5][CH2:4][CH2:3][CH2:2]1.C(N(C(C)C)CC)(C)C.[N:36]([CH2:39][C:40]([O:42]CC)=[O:41])=[C:37]=[O:38]. The catalyst class is: 22. (4) Reactant: COC([C@@H]1CC[C@H](OC2C=CC(C([N:18]([C:38]3[N:39]=[N:40][C:41]([NH:44][CH:45]4[CH2:49][CH2:48][CH2:47][CH2:46]4)=[CH:42][CH:43]=3)[C:19]([C:21]3[CH:37]=[CH:36][C:24]([O:25][C@@H:26]4[CH2:31][CH2:30][C@H:29]([C:32]([O:34][CH3:35])=[O:33])[CH2:28][CH2:27]4)=[CH:23][CH:22]=3)=[O:20])=O)=CC=2)CC1)=O.O.NN. Product: [CH2:19]([N:44]([CH:45]1[CH2:49][CH2:48][CH2:47][CH2:46]1)[C:41]1[N:40]=[N:39][C:38]([NH:18][C:19]([C:21]2[CH:37]=[CH:36][C:24]([O:25][C@@H:26]3[CH2:31][CH2:30][C@H:29]([C:32]([O:34][CH3:35])=[O:33])[CH2:28][CH2:27]3)=[CH:23][CH:22]=2)=[O:20])=[CH:43][CH:42]=1)[C:21]1[CH:37]=[CH:36][CH:24]=[CH:23][CH:22]=1. The catalyst class is: 17. (5) Reactant: [CH:1]1[N:2]=[C:3]([C:10]([O:12][CH2:13][CH3:14])=[O:11])[N:4]2[CH:9]=[CH:8][CH:7]=[CH:6][C:5]=12. Product: [CH:1]1[N:2]=[C:3]([C:10]([O:12][CH2:13][CH3:14])=[O:11])[N:4]2[CH2:9][CH2:8][CH2:7][CH2:6][C:5]=12. The catalyst class is: 19. (6) Product: [C:24]([S:26][CH:6]1[CH2:7][N:8]([C:10]2[S:11][CH:12]=[C:13]([C:15]([N:17]3[CH2:18][CH2:19][N:20]([CH3:23])[CH2:21][CH2:22]3)=[O:16])[N:14]=2)[CH2:9]1)(=[O:27])[CH3:25]. The catalyst class is: 9. Reactant: CS(O[CH:6]1[CH2:9][N:8]([C:10]2[S:11][CH:12]=[C:13]([C:15]([N:17]3[CH2:22][CH2:21][N:20]([CH3:23])[CH2:19][CH2:18]3)=[O:16])[N:14]=2)[CH2:7]1)(=O)=O.[C:24]([O-:27])(=[S:26])[CH3:25].[K+].